Dataset: Catalyst prediction with 721,799 reactions and 888 catalyst types from USPTO. Task: Predict which catalyst facilitates the given reaction. (1) Reactant: [F:1][C:2]1[CH:3]=[C:4]([CH:7]=[CH:8][C:9]=1[O:10][CH3:11])[CH:5]=O.[C:12](Br)(Br)([Br:14])[Br:13].C1(P(C2C=CC=CC=2)C2C=CC=CC=2)C=CC=CC=1. Product: [Br:13][C:12]([Br:14])=[CH:5][C:4]1[CH:7]=[CH:8][C:9]([O:10][CH3:11])=[C:2]([F:1])[CH:3]=1. The catalyst class is: 2. (2) Reactant: [C:1]([C:3]1[CH:8]=[CH:7][CH:6]=[CH:5][C:4]=1[C:9]1[CH:14]=[CH:13][C:12]([CH2:15][C:16]2[C:17](=[O:42])[N:18]([C@H:28]3[CH2:33][CH2:32][C@H:31]([O:34][CH2:35][C:36](N(OC)C)=[O:37])[CH2:30][CH2:29]3)[C:19]3[N:20]([N:25]=[CH:26][CH:27]=3)[C:21]=2[CH2:22][CH2:23][CH3:24])=[C:11]([F:43])[CH:10]=1)#[N:2].[CH3:44][Mg]Br.C(OCC)(=O)C.[Cl-].[NH4+]. Product: [F:43][C:11]1[CH:10]=[C:9]([C:4]2[C:3]([C:1]#[N:2])=[CH:8][CH:7]=[CH:6][CH:5]=2)[CH:14]=[CH:13][C:12]=1[CH2:15][C:16]1[C:17](=[O:42])[N:18]([C@H:28]2[CH2:29][CH2:30][C@H:31]([O:34][CH2:35][CH:36]([OH:37])[CH3:44])[CH2:32][CH2:33]2)[C:19]2[N:20]([N:25]=[CH:26][CH:27]=2)[C:21]=1[CH2:22][CH2:23][CH3:24]. The catalyst class is: 7. (3) The catalyst class is: 9. Product: [OH:1][C:2]1[CH:3]=[C:4]([CH:9]=[C:10]([O:12][CH2:15][C:16]2[CH:23]=[CH:22][CH:21]=[CH:20][C:17]=2[CH3:18])[CH:11]=1)[C:5]([O:7][CH3:8])=[O:6]. Reactant: [OH:1][C:2]1[CH:3]=[C:4]([CH:9]=[C:10]([OH:12])[CH:11]=1)[C:5]([O:7][CH3:8])=[O:6].[H-].[Na+].[CH3:15][C:16]1[CH:23]=[CH:22][CH:21]=[CH:20][C:17]=1[CH2:18]Br. (4) Reactant: [F:1][C:2]1[CH:3]=[C:4]2[C:8](=[CH:9][CH:10]=1)[NH:7][C:6]([CH2:11][CH2:12][C:13]([OH:15])=O)=[C:5]2[CH3:16].O.ON1C2C=CC=CC=2N=N1.Cl.CN(C)CCCN=C=NCC.[CH3:40][C:41]1([C:47]2[CH:48]=[C:49]([NH:53][S:54]([CH3:57])(=[O:56])=[O:55])[CH:50]=[CH:51][CH:52]=2)[CH:46]2[CH:42]1[CH2:43][NH:44][CH2:45]2.C(=O)([O-])O.[Na+]. Product: [F:1][C:2]1[CH:3]=[C:4]2[C:8](=[CH:9][CH:10]=1)[NH:7][C:6]([CH2:11][CH2:12][C:13]([N:44]1[CH2:45][CH:46]3[CH:42]([C:41]3([C:47]3[CH:48]=[C:49]([NH:53][S:54]([CH3:57])(=[O:56])=[O:55])[CH:50]=[CH:51][CH:52]=3)[CH3:40])[CH2:43]1)=[O:15])=[C:5]2[CH3:16]. The catalyst class is: 9. (5) Reactant: [F:1][C:2]1[CH:29]=[C:28]([F:30])[CH:27]=[CH:26][C:3]=1[CH2:4][O:5][C:6]1[N:7]=[C:8]([S:24][CH3:25])[N:9]([C:13]2[CH:14]=[C:15]([CH:20]=[CH:21][C:22]=2[CH3:23])[C:16]([O:18]C)=[O:17])[C:10](=[O:12])[CH:11]=1.O1CCOCC1.C(O)(=O)CC(CC(O)=O)(C(O)=O)O. Product: [F:1][C:2]1[CH:29]=[C:28]([F:30])[CH:27]=[CH:26][C:3]=1[CH2:4][O:5][C:6]1[N:7]=[C:8]([S:24][CH3:25])[N:9]([C:13]2[CH:14]=[C:15]([CH:20]=[CH:21][C:22]=2[CH3:23])[C:16]([OH:18])=[O:17])[C:10](=[O:12])[CH:11]=1. The catalyst class is: 611. (6) Reactant: [CH3:1][O:2][NH:3][CH2:4][CH2:5][CH2:6][C:7]1[CH:12]=[CH:11][C:10]([NH:13]C(=O)C)=[CH:9][CH:8]=1.[ClH:17]. Product: [ClH:17].[ClH:17].[NH2:13][C:10]1[CH:9]=[CH:8][C:7]([CH2:6][CH2:5][CH2:4][NH:3][O:2][CH3:1])=[CH:12][CH:11]=1. The catalyst class is: 5. (7) Reactant: [CH3:1][O:2][C:3]1[CH:4]=[C:5]([CH:9]2[CH2:13][CH2:12][CH2:11][CH:10]2[OH:14])[CH:6]=[CH:7][CH:8]=1.[Cr](Cl)(O)(=O)=O.N1C=CC=CC=1. Product: [CH3:1][O:2][C:3]1[CH:4]=[C:5]([CH:9]2[CH2:13][CH2:12][CH2:11][C:10]2=[O:14])[CH:6]=[CH:7][CH:8]=1. The catalyst class is: 2. (8) The catalyst class is: 8. Product: [Br:1][C:2]1[N:7]=[C:6]2[C:8]([NH2:9])=[N:13][NH:12][C:5]2=[N:4][CH:3]=1. Reactant: [Br:1][C:2]1[N:7]=[C:6]([C:8]#[N:9])[C:5](Cl)=[N:4][CH:3]=1.O.[NH2:12][NH2:13].